Task: Regression/Classification. Given a drug SMILES string, predict its absorption, distribution, metabolism, or excretion properties. Task type varies by dataset: regression for continuous measurements (e.g., permeability, clearance, half-life) or binary classification for categorical outcomes (e.g., BBB penetration, CYP inhibition). Dataset: hlm.. Dataset: Human liver microsome stability data The molecule is CCOc1cc(NC(=O)C2(NC(=O)c3ccc4c(C5CCCC5)c(-c5ncc(Cl)cn5)n(C)c4c3)CCC2)ccc1C=CC(=O)OCC(=O)N(C)C(C)C. The result is 0 (unstable in human liver microsomes).